This data is from Catalyst prediction with 721,799 reactions and 888 catalyst types from USPTO. The task is: Predict which catalyst facilitates the given reaction. (1) Reactant: [C:1]([CH:5]1[N:14]2[C:9](=[CH:10][C:11](=[O:20])[C:12]([C:15]([O:17][CH2:18][CH3:19])=[O:16])=[CH:13]2)[C:8]2[CH:21]=[C:22]([O:26][CH3:27])[C:23]([OH:25])=[CH:24][C:7]=2[CH2:6]1)([CH3:4])([CH3:3])[CH3:2].Br[CH2:29][CH2:30][CH2:31][CH2:32][CH2:33][OH:34].[C:35]([O-])([O-])=O.[K+].[K+]. Product: [C:1]([CH:5]1[N:14]2[C:9](=[CH:10][C:11](=[O:20])[C:12]([C:15]([O:17][CH2:18][CH3:19])=[O:16])=[CH:13]2)[C:8]2[CH:21]=[C:22]([O:26][CH3:27])[C:23]([O:25][CH2:35][CH2:29][CH2:30][CH2:31][CH2:32][CH2:33][OH:34])=[CH:24][C:7]=2[CH2:6]1)([CH3:2])([CH3:3])[CH3:4]. The catalyst class is: 3. (2) Reactant: [C:1]([CH2:3][N:4]([CH2:12][C:13]1[CH:18]=[CH:17][C:16]([C:19]([N:21]2[CH2:26][CH2:25][CH2:24][C@@H:23]([C:27]([C:37]3[CH:42]=[CH:41][CH:40]=[C:39]([F:43])[C:38]=3[C:44]3[CH:49]=[CH:48][CH:47]=[C:46]([CH3:50])[CH:45]=3)([OH:36])[CH2:28][CH2:29][CH2:30][NH:31][C:32]([O:34][CH3:35])=[O:33])[CH2:22]2)=[O:20])=[CH:15][CH:14]=1)[C:5](=[O:11])[O:6][C:7]([CH3:10])([CH3:9])[CH3:8])#[N:2].OO.C(=O)([O-])[O-:54].[K+].[K+].O. Product: [NH2:2][C:1](=[O:54])[CH2:3][N:4]([CH2:12][C:13]1[CH:18]=[CH:17][C:16]([C:19]([N:21]2[CH2:26][CH2:25][CH2:24][C@@H:23]([C:27]([C:37]3[CH:42]=[CH:41][CH:40]=[C:39]([F:43])[C:38]=3[C:44]3[CH:49]=[CH:48][CH:47]=[C:46]([CH3:50])[CH:45]=3)([OH:36])[CH2:28][CH2:29][CH2:30][NH:31][C:32]([O:34][CH3:35])=[O:33])[CH2:22]2)=[O:20])=[CH:15][CH:14]=1)[C:5](=[O:11])[O:6][C:7]([CH3:10])([CH3:9])[CH3:8]. The catalyst class is: 148. (3) Reactant: [CH2:1]([O:4][C:5]([O:7][CH2:8][C:9]1[CH:26]=[CH:25][C:24]([C:27]#[N:28])=[CH:23][C:10]=1[C:11]([O:13]CC1C=CC(OC)=CC=1)=[O:12])=[O:6])[CH:2]=[CH2:3].C1(OC)C=CC=CC=1.FC(F)(F)C(O)=O. Product: [CH2:1]([O:4][C:5]([O:7][CH2:8][C:9]1[CH:26]=[CH:25][C:24]([C:27]#[N:28])=[CH:23][C:10]=1[C:11]([OH:13])=[O:12])=[O:6])[CH:2]=[CH2:3]. The catalyst class is: 11. (4) Reactant: [Cl:1][C:2]1[CH:3]=[CH:4][C:5]2[CH2:11][NH:10][CH2:9][CH:8]([CH2:12][CH2:13][C:14]([F:17])([F:16])[F:15])[O:7][C:6]=2[N:18]=1.C=O.[C:21](O[BH-](OC(=O)C)OC(=O)C)(=O)C.[Na+]. Product: [Cl:1][C:2]1[CH:3]=[CH:4][C:5]2[CH2:11][N:10]([CH3:21])[CH2:9][CH:8]([CH2:12][CH2:13][C:14]([F:17])([F:16])[F:15])[O:7][C:6]=2[N:18]=1. The catalyst class is: 5. (5) Reactant: [NH2:1][C:2]1[C:10]([NH2:11])=[CH:9][C:8]([Cl:12])=[CH:7][C:3]=1[C:4]([NH2:6])=[O:5].[C:13]([C:16]1[CH:21]=[CH:20][C:19]([CH:22]2[CH2:27][CH2:26][N:25]([C:28]([O:30][C:31]([CH3:34])([CH3:33])[CH3:32])=[O:29])[CH2:24][CH2:23]2)=[CH:18][CH:17]=1)(O)=[O:14].ON1C2C=CC=CC=2N=N1.F[P-](F)(F)(F)(F)F.N1(O[P+](N2CCCC2)(N2CCCC2)N2CCCC2)C2C=CC=CC=2N=N1.C(N(C(C)C)CC)(C)C. Product: [NH2:1][C:2]1[C:3]([C:4](=[O:5])[NH2:6])=[CH:7][C:8]([Cl:12])=[CH:9][C:10]=1[NH:11][C:13]([C:16]1[CH:21]=[CH:20][C:19]([CH:22]2[CH2:23][CH2:24][N:25]([C:28]([O:30][C:31]([CH3:34])([CH3:33])[CH3:32])=[O:29])[CH2:26][CH2:27]2)=[CH:18][CH:17]=1)=[O:14]. The catalyst class is: 3. (6) Reactant: [Se-2:1].[Na+].[Na+].Cl[C:5]1[C:10]([C:11]#[N:12])=[CH:9][CH:8]=[CH:7][N:6]=1.Cl[CH2:14][C:15]([O:17][CH2:18][CH3:19])=[O:16].C[O-].[Na+]. Product: [NH2:12][C:11]1[C:10]2[C:5](=[N:6][CH:7]=[CH:8][CH:9]=2)[Se:1][C:14]=1[C:15]([O:17][CH2:18][CH3:19])=[O:16]. The catalyst class is: 656. (7) Reactant: [CH3:1][NH:2][C:3]1[CH:8]=[CH:7][C:6]([N:9]2[C:15](=[O:16])[CH2:14][C:13](=[O:17])[NH:12][C:11]3[C:18]4[C:23]([CH:24]=[CH:25][C:10]2=3)=[CH:22][CH:21]=[CH:20][CH:19]=4)=[CH:5][CH:4]=1.C[C:27]1[C:37](C)=[CH:36][CH:35]=[CH:34][C:28]=1[CH2:29][S:30](Cl)(=[O:32])=[O:31]. Product: [CH3:19][C:18]1[C:23]([CH3:22])=[CH:24][CH:25]=[CH:10][C:11]=1[C:28]1([CH2:29][S:30]([N:2]([C:3]2[CH:4]=[CH:5][C:6]([N:9]3[C:15](=[O:16])[CH2:14][C:13](=[O:17])[NH:12][C:11]4[C:18]5[C:23]([CH:24]=[CH:25][C:10]3=4)=[CH:22][CH:21]=[CH:20][CH:19]=5)=[CH:7][CH:8]=2)[CH3:1])(=[O:31])=[O:32])[CH:27]=[CH:37][CH:36]=[CH:35][CH2:34]1. The catalyst class is: 17. (8) Reactant: [H-].[Na+].CN(C=O)C.[F:8][C:9]([F:16])([F:15])[C:10]1[CH:14]=[CH:13][NH:12][N:11]=1.Cl[C:18]1[C:23]([C:24]2[CH:29]=[CH:28][C:27]([Cl:30])=[CH:26][CH:25]=2)=[C:22]([CH3:31])[N:21]=[N:20][C:19]=1[CH3:32]. Product: [Cl:30][C:27]1[CH:26]=[CH:25][C:24]([C:23]2[C:18]([N:12]3[CH:13]=[CH:14][C:10]([C:9]([F:16])([F:15])[F:8])=[N:11]3)=[C:19]([CH3:32])[N:20]=[N:21][C:22]=2[CH3:31])=[CH:29][CH:28]=1. The catalyst class is: 13. (9) Product: [N:1]([CH2:6][CH2:7][C:8]1[CH:13]=[CH:12][CH:11]=[CH:10][C:9]=1[N+:14]([O-:16])=[O:15])=[N+:2]=[N-:3]. The catalyst class is: 192. Reactant: [N-:1]=[N+:2]=[N-:3].[Na+].Br[CH2:6][CH2:7][C:8]1[CH:13]=[CH:12][CH:11]=[CH:10][C:9]=1[N+:14]([O-:16])=[O:15].